Dataset: Peptide-MHC class I binding affinity with 185,985 pairs from IEDB/IMGT. Task: Regression. Given a peptide amino acid sequence and an MHC pseudo amino acid sequence, predict their binding affinity value. This is MHC class I binding data. (1) The peptide sequence is VPTKLSPISI. The MHC is HLA-B07:02 with pseudo-sequence HLA-B07:02. The binding affinity (normalized) is 0.248. (2) The peptide sequence is KRRRTPKK. The MHC is Mamu-B03 with pseudo-sequence Mamu-B03. The binding affinity (normalized) is 0.763. (3) The peptide sequence is TSKKRSWPLN. The MHC is HLA-A30:01 with pseudo-sequence HLA-A30:01. The binding affinity (normalized) is 0.222.